From a dataset of Full USPTO retrosynthesis dataset with 1.9M reactions from patents (1976-2016). Predict the reactants needed to synthesize the given product. (1) Given the product [Si:17]([O:7][C@@H:4]([CH:1]1[CH2:3][CH2:2]1)[CH:5]=[CH2:6])([C:20]([CH3:23])([CH3:22])[CH3:21])([CH3:19])[CH3:18], predict the reactants needed to synthesize it. The reactants are: [CH:1]1([CH:4]([OH:7])[CH:5]=[CH2:6])[CH2:3][CH2:2]1.N#N.CCN(CC)CC.[Si:17](OS(C(F)(F)F)(=O)=O)([C:20]([CH3:23])([CH3:22])[CH3:21])([CH3:19])[CH3:18]. (2) Given the product [N:16]1[C:25]2[C:20](=[CH:21][C:22]([C:11]3([CH:15]=[O:14])[CH2:13][CH2:12]3)=[CH:23][CH:24]=2)[CH:19]=[CH:18][CH:17]=1, predict the reactants needed to synthesize it. The reactants are: [H-].C([Al+]CC(C)C)C(C)C.[CH2:11]1[CH2:15][O:14][CH2:13][CH2:12]1.[N:16]1[C:25]2[C:20](=[CH:21][C:22](C3(C#N)CC3)=[CH:23][CH:24]=2)[CH:19]=[CH:18][CH:17]=1.C(O)(C)C. (3) Given the product [CH3:31][S:30][C:27]1[N:26]=[CH:25][C:24]2=[CH:23][CH:22]=[C:21]([C:40]3[CH:41]=[C:42]([CH2:46][CH2:47][C:48]#[N:49])[CH:43]=[CH:44][CH:45]=3)[N:29]2[N:28]=1, predict the reactants needed to synthesize it. The reactants are: C1(P(C2C=CC=CC=2)C2C=CC=CC=2)C=CC=CC=1.Br[C:21]1[N:29]2[C:24]([CH:25]=[N:26][C:27]([S:30][CH3:31])=[N:28]2)=[CH:23][CH:22]=1.CC1(C)C(C)(C)OB([C:40]2[CH:41]=[C:42]([CH2:46][CH2:47][C:48]#[N:49])[CH:43]=[CH:44][CH:45]=2)O1.C(=O)([O-])[O-].[Na+].[Na+].O. (4) The reactants are: [I:1][C:2]1[CH:7]=[C:6]([N+:8]([O-:10])=[O:9])[CH:5]=[CH:4][C:3]=1[OH:11].Br[CH2:13][C:14]([O:16][C:17]([CH3:20])([CH3:19])[CH3:18])=[O:15].C(=O)([O-])[O-].[K+].[K+].O. Given the product [I:1][C:2]1[CH:7]=[C:6]([N+:8]([O-:10])=[O:9])[CH:5]=[CH:4][C:3]=1[O:11][CH2:13][C:14]([O:16][C:17]([CH3:20])([CH3:19])[CH3:18])=[O:15], predict the reactants needed to synthesize it. (5) Given the product [NH2:20][CH:10]([C:9]1[CH:12]=[CH:13][CH:14]=[CH:15][C:8]=1[O:1][C:2]1[CH:7]=[CH:6][CH:5]=[CH:4][CH:3]=1)[C:16]#[N:17], predict the reactants needed to synthesize it. The reactants are: [O:1]([C:8]1[CH:15]=[CH:14][CH:13]=[CH:12][C:9]=1[CH:10]=O)[C:2]1[CH:7]=[CH:6][CH:5]=[CH:4][CH:3]=1.[C-:16]#[N:17].[Na+].[Cl-].[NH4+:20].[OH-].[NH4+].